From a dataset of Reaction yield outcomes from USPTO patents with 853,638 reactions. Predict the reaction yield, written as a fraction of the theoretical maximum amount of product (1.0 means a 100% yield; for example, 0.34 means a 34% yield). The catalyst is N1C=CC=CC=1. The yield is 0.930. The reactants are N1C=CC=CC=1.F.[CH3:8][O:9][C:10]([CH:12]1[CH:16]([C@@H:17]([CH3:27])[CH2:18][O:19][Si](C(C)(C)C)(C)C)[CH2:15][N:14]([C:28]([O:30][CH2:31][C:32]2[CH:37]=[CH:36][CH:35]=[CH:34][CH:33]=2)=[O:29])[CH2:13]1)=[O:11]. The product is [CH3:8][O:9][C:10]([CH:12]1[CH:16]([C@@H:17]([CH3:27])[CH2:18][OH:19])[CH2:15][N:14]([C:28]([O:30][CH2:31][C:32]2[CH:37]=[CH:36][CH:35]=[CH:34][CH:33]=2)=[O:29])[CH2:13]1)=[O:11].